Dataset: Full USPTO retrosynthesis dataset with 1.9M reactions from patents (1976-2016). Task: Predict the reactants needed to synthesize the given product. (1) The reactants are: Br[C:2]1C=CC(O)=[C:6]([C:8]2[CH:17]=[CH:16][C:15]3[C:10](=[CH:11][CH:12]=[C:13]([C:18]4[N:22]([CH:23]5[CH2:28][CH2:27][CH2:26][CH2:25][CH2:24]5)[C:21]5[CH:29]=[CH:30][C:31]([C:33]([OH:35])=[O:34])=[CH:32][C:20]=5[N:19]=4)[CH:14]=3)[N:9]=2)[CH:7]=1.C(OC(C1C=CC2N(C3CCCCC3)C(C3C=CC(N)=C(C=O)C=3)=NC=2C=1)=O)C.[NH2:66][C:67]1[S:68]C(C(=O)C)=C(C)[N:71]=1.[OH-].[K+]. Given the product [NH2:71][C:67]1[S:68][C:6]([C:8]2[CH:17]=[CH:16][C:15]3[C:10](=[CH:11][CH:12]=[C:13]([C:18]4[N:22]([CH:23]5[CH2:24][CH2:25][CH2:26][CH2:27][CH2:28]5)[C:21]5[CH:29]=[CH:30][C:31]([C:33]([OH:35])=[O:34])=[CH:32][C:20]=5[N:19]=4)[CH:14]=3)[N:9]=2)=[C:7]([CH3:2])[N:66]=1, predict the reactants needed to synthesize it. (2) Given the product [CH2:1]([O:3][C:4](=[O:19])[C:5]1[CH:10]=[C:9]([O:11][C:12]([F:15])([F:14])[F:13])[C:8]([CH2:16][N:29]2[CH2:30][CH2:31][C@@H:27]([NH:26][C:25]([O:24][C:20]([CH3:23])([CH3:22])[CH3:21])=[O:32])[CH2:28]2)=[C:7]([Cl:18])[CH:6]=1)[CH3:2], predict the reactants needed to synthesize it. The reactants are: [CH2:1]([O:3][C:4](=[O:19])[C:5]1[CH:10]=[C:9]([O:11][C:12]([F:15])([F:14])[F:13])[C:8]([CH:16]=O)=[C:7]([Cl:18])[CH:6]=1)[CH3:2].[C:20]([O:24][C:25](=[O:32])[NH:26][C@@H:27]1[CH2:31][CH2:30][NH:29][CH2:28]1)([CH3:23])([CH3:22])[CH3:21]. (3) The reactants are: [NH2:1][C:2]1[CH:11]=[C:10]2[C:5]([CH:6]=[CH:7][CH:8]=[N:9]2)=[CH:4][CH:3]=1.[CH3:12][C:13]1[N:21]=[C:20]([C:22]2[CH:27]=[CH:26][CH:25]=[CH:24][CH:23]=2)[CH:19]=[CH:18][C:14]=1[C:15](O)=[O:16]. Given the product [CH3:12][C:13]1[N:21]=[C:20]([C:22]2[CH:27]=[CH:26][CH:25]=[CH:24][CH:23]=2)[CH:19]=[CH:18][C:14]=1[C:15]([NH:1][C:2]1[CH:11]=[C:10]2[C:5]([CH:6]=[CH:7][CH:8]=[N:9]2)=[CH:4][CH:3]=1)=[O:16], predict the reactants needed to synthesize it. (4) Given the product [F:21][C:15]1[CH:16]=[C:17]([F:20])[CH:18]=[CH:19][C:14]=1[CH2:13][N:5]([CH2:6][CH2:7][CH2:8][CH2:9][CH2:10][CH2:11][CH3:12])[C:3](=[O:4])[CH2:2][O:30][C:29]1[CH:31]=[CH:32][C:24]([CH2:23][CH2:22][OH:33])=[CH:25][C:26]=1[O:27][CH3:28], predict the reactants needed to synthesize it. The reactants are: Br[CH2:2][C:3]([N:5]([CH2:13][C:14]1[CH:19]=[CH:18][C:17]([F:20])=[CH:16][C:15]=1[F:21])[CH2:6][CH2:7][CH2:8][CH2:9][CH2:10][CH2:11][CH3:12])=[O:4].[CH2:22]([OH:33])[CH2:23][C:24]1[CH:32]=[CH:31][C:29]([OH:30])=[C:26]([O:27][CH3:28])[CH:25]=1.C(=O)([O-])[O-].[K+].[K+]. (5) Given the product [Br:24][C:8]1[NH:9][C:10]2[C:15]([C:7]=1[CH:1]1[CH2:6][CH2:5][CH2:4][CH2:3][CH2:2]1)=[CH:14][C:13]([C:16]([O:18][CH3:19])=[O:17])=[CH:12][CH:11]=2, predict the reactants needed to synthesize it. The reactants are: [CH:1]1([C:7]2[C:15]3[C:10](=[CH:11][CH:12]=[C:13]([C:16]([O:18][CH3:19])=[O:17])[CH:14]=3)[NH:9][C:8]=2[Si](C)(C)C)[CH2:6][CH2:5][CH2:4][CH2:3][CH2:2]1.[Br:24]N1C(=O)CCC1=O. (6) Given the product [CH2:8]([O:10][C:11]([C:12]1[C:1]([OH:6])=[CH:2][C:3](=[O:4])[N:17]2[C:13]=1[CH:14]1[O:20][C:19]([CH3:22])([CH3:21])[O:18][CH:15]1[CH2:16]2)=[O:23])[CH3:9], predict the reactants needed to synthesize it. The reactants are: [C:1](Cl)(=[O:6])[CH2:2][C:3](Cl)=[O:4].[CH2:8]([O:10][C:11](=[O:23])[CH:12]=[C:13]1[NH:17][CH2:16][CH:15]2[O:18][C:19]([CH3:22])([CH3:21])[O:20][CH:14]12)[CH3:9]. (7) The reactants are: [F:1][C:2]1[CH:9]=[C:8]([S:10][C:11]([F:14])([F:13])[F:12])[CH:7]=[CH:6][C:3]=1[NH:4][CH3:5].[CH2:15]([N:17](CC)CC)C.ClC(O[C:27](=[O:33])OC(Cl)(Cl)Cl)(Cl)Cl.CN. Given the product [F:1][C:2]1[CH:9]=[C:8]([S:10][C:11]([F:13])([F:12])[F:14])[CH:7]=[CH:6][C:3]=1[N:4]([CH3:5])[C:27]([NH:17][CH3:15])=[O:33], predict the reactants needed to synthesize it. (8) Given the product [C:1]([O:5][C:6]([N:8]1[CH2:12][CH2:11][C:10]([CH2:25][CH2:26][C:27]([CH3:30])([CH3:29])[CH3:28])([C:13]([C:15]2[C:16]3[CH:23]=[C:22]([F:24])[CH:21]=[CH:20][C:17]=3[S:18][CH:19]=2)=[O:14])[CH2:9]1)=[O:7])([CH3:4])([CH3:3])[CH3:2], predict the reactants needed to synthesize it. The reactants are: [C:1]([O:5][C:6]([N:8]1[CH2:12][CH2:11][C:10]([CH2:25][CH2:26][C:27]([CH3:30])([CH3:29])[CH3:28])([CH:13]([C:15]2[C:16]3[CH:23]=[C:22]([F:24])[CH:21]=[CH:20][C:17]=3[S:18][CH:19]=2)[OH:14])[CH2:9]1)=[O:7])([CH3:4])([CH3:3])[CH3:2]. (9) Given the product [C:17]([O:16][C:14]([N:9]1[CH2:10][CH2:11][C:5]2[CH:4]=[CH:3][C:2]([Cl:1])=[CH:13][C:6]=2[C@H:7]([CH3:12])[CH2:8]1)=[O:15])([CH3:20])([CH3:19])[CH3:18], predict the reactants needed to synthesize it. The reactants are: [Cl:1][C:2]1[CH:3]=[CH:4][C:5]2[CH2:11][CH2:10][NH:9][CH2:8][C@@H:7]([CH3:12])[C:6]=2[CH:13]=1.[C:14](O[C:14]([O:16][C:17]([CH3:20])([CH3:19])[CH3:18])=[O:15])([O:16][C:17]([CH3:20])([CH3:19])[CH3:18])=[O:15]. (10) Given the product [Br:13][C:14]1[CH:15]=[N:16][CH:17]=[CH:18][C:19]=1[C:2]1[N:10]([CH3:11])[C:9]2[CH2:8][CH2:7][NH:6][C:5](=[O:12])[C:4]=2[CH:3]=1, predict the reactants needed to synthesize it. The reactants are: I[C:2]1[N:10]([CH3:11])[C:9]2[CH2:8][CH2:7][NH:6][C:5](=[O:12])[C:4]=2[CH:3]=1.[Br:13][C:14]1[CH:15]=[N:16][CH:17]=[CH:18][C:19]=1B1OC(C)(C)C(C)(C)O1.[O-]P([O-])([O-])=O.[K+].[K+].[K+].